Dataset: Full USPTO retrosynthesis dataset with 1.9M reactions from patents (1976-2016). Task: Predict the reactants needed to synthesize the given product. (1) Given the product [Cl:1][C:2]1[CH:24]=[C:23]([NH:25][C:26]2[C:27]3[N:34]([CH2:35][CH2:36][OH:37])[CH:33]=[CH:32][C:28]=3[N:29]=[CH:30][N:31]=2)[CH:22]=[CH:21][C:3]=1[O:4][C:5]1[CH:13]=[CH:12][CH:11]=[C:10]2[C:6]=1[CH2:7][CH2:8][NH:9]2, predict the reactants needed to synthesize it. The reactants are: [Cl:1][C:2]1[CH:24]=[C:23]([NH:25][C:26]2[C:27]3[N:34]([CH2:35][CH2:36][OH:37])[CH:33]=[CH:32][C:28]=3[N:29]=[CH:30][N:31]=2)[CH:22]=[CH:21][C:3]=1[O:4][C:5]1[CH:13]=[CH:12][CH:11]=[C:10]2[C:6]=1[CH2:7][CH2:8][N:9]2C(OC(C)(C)C)=O.Cl.C(=O)([O-])O.[Na+]. (2) The reactants are: [OH:1][C:2]1[CH:9]=[CH:8][C:7]([N+:10]([O-:12])=[O:11])=[CH:6][C:3]=1[CH:4]=[O:5].I[C:14]1([S:17][C:18]2[CH:23]=[CH:22][CH:21]=[CH:20][CH:19]=2)[CH2:16][CH2:15]1.[BH4-].[Na+].O. Given the product [N+:10]([C:7]1[CH:8]=[CH:9][C:2]([O:1][C:14]2([S:17][C:18]3[CH:23]=[CH:22][CH:21]=[CH:20][CH:19]=3)[CH2:16][CH2:15]2)=[C:3]([CH2:4][OH:5])[CH:6]=1)([O-:12])=[O:11], predict the reactants needed to synthesize it. (3) Given the product [Cl:22][C:23]1[CH:24]=[CH:25][C:26]([C:29]2[CH:34]=[CH:33][C:32]([O:35][CH2:2][C:3]3([C:17]([OH:19])=[O:18])[CH2:4][N:5]([C:7]([CH:9]4[CH2:14][CH2:13][C:12]([F:15])([F:16])[CH2:11][CH2:10]4)=[O:8])[CH2:6]3)=[CH:31][CH:30]=2)=[CH:27][CH:28]=1, predict the reactants needed to synthesize it. The reactants are: Cl[CH2:2][C:3]1([C:17]([O:19]CC)=[O:18])[CH2:6][N:5]([C:7]([CH:9]2[CH2:14][CH2:13][C:12]([F:16])([F:15])[CH2:11][CH2:10]2)=[O:8])[CH2:4]1.[Cl:22][C:23]1[CH:28]=[CH:27][C:26]([C:29]2[CH:34]=[CH:33][C:32]([OH:35])=[CH:31][CH:30]=2)=[CH:25][CH:24]=1. (4) Given the product [CH3:32][O:31][C:30]1[C:15]2[C:14]([N:11]3[CH2:12][CH2:13][NH:8][C@@H:9]([CH2:33][OH:34])[CH2:10]3)=[N:19][C:18]([C:20]3[CH:25]=[CH:24][N:23]=[C:22]([NH:35][C:36]4[CH:41]=[CH:40][CH:39]=[CH:38][CH:37]=4)[CH:21]=3)=[N:17][C:16]=2[CH:27]=[N:28][CH:29]=1, predict the reactants needed to synthesize it. The reactants are: C(OC([N:8]1[CH2:13][CH2:12][N:11]([C:14]2[C:15]3[C:30]([O:31][CH3:32])=[CH:29][N:28]=[CH:27][C:16]=3[N:17]=[C:18]([C:20]3[CH:25]=[CH:24][N:23]=[C:22](Cl)[CH:21]=3)[N:19]=2)[CH2:10][C@@H:9]1[CH2:33][OH:34])=O)(C)(C)C.[NH2:35][C:36]1[CH:41]=[CH:40][CH:39]=[CH:38][CH:37]=1. (5) Given the product [C:29]([C:32]1[N:37]=[CH:36][C:35]([NH:38][C:39](=[O:49])[CH2:40][C:41]2[CH:46]=[CH:45][C:44]([C:8]3[CH:7]=[N:6][C:5]([O:19][CH2:20][C:21]4[CH:22]=[CH:23][C:24]([O:27][CH3:28])=[CH:25][CH:26]=4)=[C:4]([O:3][CH2:1][CH3:2])[CH:9]=3)=[CH:43][C:42]=2[F:48])=[CH:34][C:33]=1[C:50]([F:51])([F:53])[F:52])(=[O:31])[CH3:30], predict the reactants needed to synthesize it. The reactants are: [CH2:1]([O:3][C:4]1[C:5]([O:19][CH2:20][C:21]2[CH:26]=[CH:25][C:24]([O:27][CH3:28])=[CH:23][CH:22]=2)=[N:6][CH:7]=[C:8](B2OC(C)(C)C(C)(C)O2)[CH:9]=1)[CH3:2].[C:29]([C:32]1[N:37]=[CH:36][C:35]([NH:38][C:39](=[O:49])[CH2:40][C:41]2[CH:46]=[CH:45][C:44](Br)=[CH:43][C:42]=2[F:48])=[CH:34][C:33]=1[C:50]([F:53])([F:52])[F:51])(=[O:31])[CH3:30].C([O-])([O-])=O.[Cs+].[Cs+].